Dataset: Cav3 T-type calcium channel HTS with 100,875 compounds. Task: Binary Classification. Given a drug SMILES string, predict its activity (active/inactive) in a high-throughput screening assay against a specified biological target. The molecule is S(=O)(=O)(N1CCC(CC1)C(=O)N1C(CCC1)C(=O)NCc1ccccc1)c1ccc(cc1)C. The result is 0 (inactive).